Dataset: Acute oral toxicity (LD50) regression data from Zhu et al.. Task: Regression/Classification. Given a drug SMILES string, predict its toxicity properties. Task type varies by dataset: regression for continuous values (e.g., LD50, hERG inhibition percentage) or binary classification for toxic/non-toxic outcomes (e.g., AMES mutagenicity, cardiotoxicity, hepatotoxicity). Dataset: ld50_zhu. (1) The compound is O=C1CCc2cc(C(=O)CCN3CCN(c4ccccc4)CC3)ccc2N1. The rat oral LD50 is 2.86, given as -log10 of the dose in mol/kg body weight (higher means more acutely toxic). (2) The drug is Cc1nnc2n1-c1ccc(Cl)cc1C(c1ccccc1)=NC2. The rat oral LD50 is 2.40, given as -log10 of the dose in mol/kg body weight (higher means more acutely toxic). (3) The molecule is CCC(C)c1ccccc1. The rat oral LD50 is 1.78, given as -log10 of the dose in mol/kg body weight (higher means more acutely toxic). (4) The molecule is Oc1ccc(Nc2ccccc2)cc1. The rat oral LD50 is 1.75, given as -log10 of the dose in mol/kg body weight (higher means more acutely toxic). (5) The molecule is N#Cc1ccc2[nH]c(C(F)(F)F)nc2c1. The rat oral LD50 is 4.68, given as -log10 of the dose in mol/kg body weight (higher means more acutely toxic). (6) The molecule is Cc1[nH]c(=O)[nH]c(=O)c1N(CCCl)CCCl. The rat oral LD50 is 5.04, given as -log10 of the dose in mol/kg body weight (higher means more acutely toxic). (7) The drug is CN(C)N=Nc1ccc(-c2ccccc2)cc1. The rat oral LD50 is 2.81, given as -log10 of the dose in mol/kg body weight (higher means more acutely toxic).